This data is from Peptide-MHC class II binding affinity with 134,281 pairs from IEDB. The task is: Regression. Given a peptide amino acid sequence and an MHC pseudo amino acid sequence, predict their binding affinity value. This is MHC class II binding data. The peptide sequence is ALLTSRLTGLALRNR. The MHC is DRB1_1302 with pseudo-sequence DRB1_1302. The binding affinity (normalized) is 0.307.